Task: Predict the reaction yield, written as a fraction of the theoretical maximum amount of product (1.0 means a 100% yield; for example, 0.34 means a 34% yield).. Dataset: Reaction yield outcomes from USPTO patents with 853,638 reactions (1) The reactants are [Cl-].O[NH3+:3].[C:4](=[O:7])([O-])[OH:5].[Na+].CS(C)=O.[O:13]=[C:14]1[C:19]([CH2:20][C:21]2[CH:26]=[CH:25][C:24]([C:27]3[C:28]([C:33]#[N:34])=[CH:29][CH:30]=[CH:31][CH:32]=3)=[CH:23][CH:22]=2)=[C:18]([CH2:35][CH2:36][CH3:37])[N:17]2[N:38]=[CH:39][N:40]=[C:16]2[N:15]1[C:41]1[CH:46]=[CH:45][CH:44]=[CH:43][CH:42]=1. The catalyst is C(OCC)(=O)C. The product is [O:7]=[C:4]1[O:5][N:3]=[C:33]([C:28]2[CH:29]=[CH:30][CH:31]=[CH:32][C:27]=2[C:24]2[CH:23]=[CH:22][C:21]([CH2:20][C:19]3[C:14](=[O:13])[N:15]([C:41]4[CH:42]=[CH:43][CH:44]=[CH:45][CH:46]=4)[C:16]4[N:17]([N:38]=[CH:39][N:40]=4)[C:18]=3[CH2:35][CH2:36][CH3:37])=[CH:26][CH:25]=2)[NH:34]1. The yield is 0.440. (2) The reactants are [Cl:1][C:2]1[C:3]([O:12][C:13]2[CH:18]=[C:17]([O:19][CH:20]([CH3:22])[CH3:21])[CH:16]=[CH:15][C:14]=2/[CH:23]=[CH:24]/[C:25]([OH:27])=O)=[N:4][CH:5]=[C:6]([C:8]([F:11])([F:10])[F:9])[CH:7]=1.[CH3:28][O:29][CH2:30][CH2:31][CH2:32][S:33]([NH2:36])(=[O:35])=[O:34].N12CCCN=C1CCCCC2. The yield is 0.370. The catalyst is O1CCCC1. The product is [Cl:1][C:2]1[C:3]([O:12][C:13]2[CH:18]=[C:17]([O:19][CH:20]([CH3:22])[CH3:21])[CH:16]=[CH:15][C:14]=2/[CH:23]=[CH:24]/[C:25]([NH:36][S:33]([CH2:32][CH2:31][CH2:30][O:29][CH3:28])(=[O:35])=[O:34])=[O:27])=[N:4][CH:5]=[C:6]([C:8]([F:10])([F:11])[F:9])[CH:7]=1. (3) The product is [F:18][C:14]1[CH:13]=[C:12]([C:10]#[C:11][C:2]2[C:7]([NH2:8])=[CH:6][CH:5]=[C:4]([CH3:9])[N:3]=2)[CH:17]=[CH:16][CH:15]=1. The yield is 0.600. The reactants are Br[C:2]1[C:7]([NH2:8])=[CH:6][CH:5]=[C:4]([CH3:9])[N:3]=1.[C:10]([C:12]1[CH:17]=[CH:16][CH:15]=[C:14]([F:18])[CH:13]=1)#[CH:11]. The catalyst is C(N(CC)CC)C.Cl[Pd](Cl)([P](C1C=CC=CC=1)(C1C=CC=CC=1)C1C=CC=CC=1)[P](C1C=CC=CC=1)(C1C=CC=CC=1)C1C=CC=CC=1.[Cu]I. (4) The reactants are BrN1C(=O)CC[C:3]1=O.[C:19]([O:18][O:18][C:19](=[O:26])[C:20]1C=CC=CC=1)(=[O:26])[C:20]1C=CC=CC=1.[Br:27][C:28]1[CH:33]=[CH:32][C:31]([CH3:34])=[C:30]([CH3:35])[CH:29]=1.[H-].[Na+].CC(C)(C([O-])=O)C([O-])=O. The catalyst is C(Cl)(Cl)(Cl)Cl.O1CCCC1.C(OCC)(=O)C. The product is [Br:27][C:28]1[CH:29]=[C:30]2[C:31](=[CH:32][CH:33]=1)[CH2:34][CH:20]([C:19]([O:18][CH3:3])=[O:26])[CH2:35]2. The yield is 0.130. (5) The product is [ClH:1].[Cl:1][C:2]1[CH:3]=[C:4]([C:12]2[O:16][N:15]=[C:14]([C:17]3[C:18]([CH3:31])=[C:19]4[C:24](=[CH:25][CH:26]=3)[CH2:23][N:22]([CH2:27][C:28]([NH:68][CH2:67][CH2:65][OH:66])=[O:30])[CH2:21][CH2:20]4)[N:13]=2)[CH:5]=[CH:6][C:7]=1[O:8][CH:9]([CH3:10])[CH3:11]. The catalyst is CN(C=O)C.CN1C(=O)CCC1.O1CCOCC1. The yield is 0.160. The reactants are [Cl:1][C:2]1[CH:3]=[C:4]([C:12]2[O:16][N:15]=[C:14]([C:17]3[C:18]([CH3:31])=[C:19]4[C:24](=[CH:25][CH:26]=3)[CH2:23][N:22]([CH2:27][C:28]([OH:30])=O)[CH2:21][CH2:20]4)[N:13]=2)[CH:5]=[CH:6][C:7]=1[O:8][CH:9]([CH3:11])[CH3:10].CCN(C(C)C)C(C)C.CN(C(ON1N=NC2C=CC=NC1=2)=[N+](C)C)C.F[P-](F)(F)(F)(F)F.[CH2:65]([CH2:67][NH2:68])[OH:66].Cl. (6) The reactants are [CH2:1]([O:3][C:4](=[O:17])[C:5]([NH:7][NH:8][C:9](=[O:16])[C:10]1[CH:15]=[CH:14][CH:13]=[CH:12][CH:11]=1)=O)[CH3:2]. The catalyst is O=P(Cl)(Cl)Cl. The product is [CH2:1]([O:3][C:4]([C:5]1[O:16][C:9]([C:10]2[CH:15]=[CH:14][CH:13]=[CH:12][CH:11]=2)=[N:8][N:7]=1)=[O:17])[CH3:2]. The yield is 0.962. (7) The reactants are Br[CH2:2][C:3]1[C:12]([Cl:13])=[N:11][CH:10]=[CH:9][C:4]=1[C:5]([O:7]C)=O.Cl.[F:15][C:16]([F:32])([C:28]([F:31])([F:30])[F:29])[CH2:17][O:18][C:19]1[N:24]=[CH:23][C:22]([CH:25]([NH2:27])[CH3:26])=[CH:21][CH:20]=1. No catalyst specified. The product is [Cl:13][C:12]1[C:3]2[CH2:2][N:27]([CH:25]([C:22]3[CH:23]=[N:24][C:19]([O:18][CH2:17][C:16]([F:32])([F:15])[C:28]([F:29])([F:30])[F:31])=[CH:20][CH:21]=3)[CH3:26])[C:5](=[O:7])[C:4]=2[CH:9]=[CH:10][N:11]=1. The yield is 0.560.